Dataset: Forward reaction prediction with 1.9M reactions from USPTO patents (1976-2016). Task: Predict the product of the given reaction. (1) Given the reactants O.O.O.O.O.O.O.[Cl-].[Ce+3].[Cl-].[Cl-].[Cl:12][C:13]1[CH:20]=[CH:19][C:16]([CH2:17][NH2:18])=[CH:15][CH:14]=1.[C:21]1(=[O:32])[C:30]2[C:25](=[CH:26][CH:27]=[CH:28][CH:29]=2)[C:24](=[O:31])[CH:23]=[CH:22]1.C(O)(=O)CC(CC(O)=O)(C(O)=O)O, predict the reaction product. The product is: [Cl:12][C:13]1[CH:20]=[CH:19][C:16]([CH2:17][NH:18][C:23]2[C:24](=[O:31])[C:25]3[C:30]([C:21](=[O:32])[CH:22]=2)=[CH:29][CH:28]=[CH:27][CH:26]=3)=[CH:15][CH:14]=1. (2) The product is: [Cl:15][C:28]1[CH:29]=[CH:30][C:31]([CH2:32][N:33]2[C:38](=[O:39])[C:37]([C:40](=[O:41])[NH:4][CH2:1][C:2]#[CH:3])=[CH:36][N:35]=[C:34]2[NH:43][C:44]2[CH:45]=[CH:46][C:47]([O:50][CH2:51][C:52]3[CH:57]=[CH:56][C:55]([O:58][CH3:59])=[CH:54][CH:53]=3)=[CH:48][CH:49]=2)=[CH:60][CH:61]=1. Given the reactants [CH2:1]([NH2:4])[C:2]#[CH:3].ON1C2C=CC=CC=2N=N1.[ClH:15].C(N=C=NCCCN(C)C)C.Cl[C:28]1[CH:61]=[CH:60][C:31]([CH2:32][N:33]2[C:38](=[O:39])[C:37]([C:40](O)=[O:41])=[CH:36][N:35]=[C:34]2[NH:43][C:44]2[CH:49]=[CH:48][C:47]([O:50][CH2:51][C:52]3[CH:57]=[CH:56][C:55]([O:58][CH3:59])=[CH:54][CH:53]=3)=[CH:46][CH:45]=2)=[CH:30][CH:29]=1, predict the reaction product. (3) Given the reactants [N+:1]([C:4]1[C:5]([NH:13][C@H:14]2[CH2:19][CH2:18][C@H:17]([OH:20])[CH2:16][CH2:15]2)=[C:6]2[S:12][CH:11]=[CH:10][C:7]2=[N:8][CH:9]=1)([O-:3])=[O:2].C(N(CC)C(C)C)(C)C.[CH3:30][S:31](Cl)(=[O:33])=[O:32], predict the reaction product. The product is: [CH3:30][S:31]([O:20][C@H:17]1[CH2:18][CH2:19][C@H:14]([NH:13][C:5]2[C:4]([N+:1]([O-:3])=[O:2])=[CH:9][N:8]=[C:7]3[CH:10]=[CH:11][S:12][C:6]=23)[CH2:15][CH2:16]1)(=[O:33])=[O:32]. (4) Given the reactants CNN.[Si:4]([O:11][CH2:12][C@@H:13]([O:15][N:16]1C(=O)C2C(=CC=CC=2)C1=O)[CH3:14])([C:7]([CH3:10])([CH3:9])[CH3:8])([CH3:6])[CH3:5], predict the reaction product. The product is: [Si:4]([O:11][CH2:12][C@@H:13]([O:15][NH2:16])[CH3:14])([C:7]([CH3:9])([CH3:10])[CH3:8])([CH3:6])[CH3:5]. (5) Given the reactants [Br:1][C:2]1[CH:3]=[C:4]2[N:11]=[CH:10][NH:9][C:5]2=[N:6][C:7]=1[CH3:8].[H-].[Na+].[CH2:14](I)[CH3:15], predict the reaction product. The product is: [Br:1][C:2]1[CH:3]=[C:4]2[N:11]=[CH:10][N:9]([CH2:14][CH3:15])[C:5]2=[N:6][C:7]=1[CH3:8]. (6) Given the reactants COC(=O)C1C=CC(OC2C=CC(C=O)=CN=2)=CC=1.Br[C:21]1[N:26]=[CH:25][C:24]([CH:27]=[O:28])=[CH:23][CH:22]=1.[C:29]([O:33][C:34](=[O:42])[C:35]1[CH:40]=[CH:39][C:38]([OH:41])=[CH:37][CH:36]=1)([CH3:32])([CH3:31])[CH3:30].C([O-])([O-])=O.[K+].[K+], predict the reaction product. The product is: [C:29]([O:33][C:34](=[O:42])[C:35]1[CH:36]=[CH:37][C:38]([O:41][C:21]2[CH:22]=[CH:23][C:24]([CH:27]=[O:28])=[CH:25][N:26]=2)=[CH:39][CH:40]=1)([CH3:32])([CH3:30])[CH3:31].